From a dataset of Catalyst prediction with 721,799 reactions and 888 catalyst types from USPTO. Predict which catalyst facilitates the given reaction. Reactant: [Cl:1][C:2]1[CH:3]=[C:4]([C:8]2[C:17]3[C:12](=[CH:13][CH:14]=[C:15]([C:18]([C:26]4[CH:27]=[N:28][C:29]([Cl:32])=[CH:30][CH:31]=4)(O)[C:19]4[N:20]([CH3:24])[CH:21]=[N:22][CH:23]=4)[CH:16]=3)[N:11]([CH3:33])[C:10](=[O:34])[CH:9]=2)[CH:5]=[CH:6][CH:7]=1.CO.C(Cl)(Cl)Cl.[NH4+:41].[OH-]. Product: [NH2:41][C:18]([C:26]1[CH:27]=[N:28][C:29]([Cl:32])=[CH:30][CH:31]=1)([C:19]1[N:20]([CH3:24])[CH:21]=[N:22][CH:23]=1)[C:15]1[CH:16]=[C:17]2[C:12](=[CH:13][CH:14]=1)[N:11]([CH3:33])[C:10](=[O:34])[CH:9]=[C:8]2[C:4]1[CH:5]=[CH:6][CH:7]=[C:2]([Cl:1])[CH:3]=1. The catalyst class is: 309.